Dataset: Catalyst prediction with 721,799 reactions and 888 catalyst types from USPTO. Task: Predict which catalyst facilitates the given reaction. (1) Reactant: Cl[C:2]1[N:3]=[C:4]([N:22]2[CH2:27][CH2:26][NH:25][CH2:24][CH2:23]2)[C:5]2[S:21][C:9]3[N:10]=[C:11]([C:15]4[CH:20]=[CH:19][CH:18]=[CH:17][CH:16]=4)[N:12]=[C:13]([CH3:14])[C:8]=3[C:6]=2[N:7]=1.[CH3:28][CH2:29][O-:30].[Na+]. Product: [CH2:29]([O:30][C:2]1[N:3]=[C:4]([N:22]2[CH2:27][CH2:26][NH:25][CH2:24][CH2:23]2)[C:5]2[S:21][C:9]3[N:10]=[C:11]([C:15]4[CH:20]=[CH:19][CH:18]=[CH:17][CH:16]=4)[N:12]=[C:13]([CH3:14])[C:8]=3[C:6]=2[N:7]=1)[CH3:28]. The catalyst class is: 8. (2) Reactant: [Br:1][C:2]1[CH:3]=[C:4]2[C:9](=[CH:10][C:11]=1[O:12][CH3:13])[N:8]=[C:7]([CH3:14])[CH:6]=[C:5]2[Cl:15].[NH:16]1[CH2:20][CH2:19][CH2:18][CH2:17]1.N1C=CC=CC=1.[Na+].[I-]. Product: [ClH:15].[Br:1][C:2]1[CH:3]=[C:4]2[C:9](=[CH:10][C:11]=1[O:12][CH3:13])[N:8]=[C:7]([CH3:14])[CH:6]=[C:5]2[N:16]1[CH2:20][CH2:19][CH2:18][CH2:17]1. The catalyst class is: 14. (3) Reactant: [CH2:1]([C:8]1[C:17]2[C:12](=[CH:13][CH:14]=[CH:15][CH:16]=2)[C:11]([N:18]2[CH2:23][CH2:22][NH:21][CH2:20][CH2:19]2)=[N:10][N:9]=1)[C:2]1[CH:7]=[CH:6][CH:5]=[CH:4][CH:3]=1.Cl[C:25]1[N:30]=[CH:29][C:28]([C:31]#[N:32])=[CH:27][N:26]=1.CC#N. Product: [CH2:1]([C:8]1[C:17]2[C:12](=[CH:13][CH:14]=[CH:15][CH:16]=2)[C:11]([N:18]2[CH2:23][CH2:22][N:21]([C:25]3[N:30]=[CH:29][C:28]([C:31]#[N:32])=[CH:27][N:26]=3)[CH2:20][CH2:19]2)=[N:10][N:9]=1)[C:2]1[CH:3]=[CH:4][CH:5]=[CH:6][CH:7]=1. The catalyst class is: 37. (4) Reactant: O.NN.O=C1C2C(=CC=CC=2)C(=O)[N:6]1[C:15]1[N:16]=[N:17][N:18]([CH2:20][CH:21]([F:36])[CH2:22][CH2:23][N:24]2[CH:28]=[C:27]([C:29]([O:31][C:32]([CH3:35])([CH3:34])[CH3:33])=[O:30])[N:26]=[N:25]2)[CH:19]=1. Product: [NH2:6][C:15]1[N:16]=[N:17][N:18]([CH2:20][CH:21]([F:36])[CH2:22][CH2:23][N:24]2[CH:28]=[C:27]([C:29]([O:31][C:32]([CH3:34])([CH3:33])[CH3:35])=[O:30])[N:26]=[N:25]2)[CH:19]=1. The catalyst class is: 5. (5) Reactant: [N:1]([C@@H:4]1[CH2:8][CH2:7][N:6]([C:9]([O:11][C:12]([CH3:15])([CH3:14])[CH3:13])=[O:10])[C@@H:5]1[C:16]([O:18]C(C)(C)C)=[O:17])=[N+:2]=[N-:3].C(O)(C(F)(F)F)=O.[OH-].[Na+].C(OC(OC(C)(C)C)=O)(OC(C)(C)C)=O.Cl. Product: [N:1]([C@@H:4]1[CH2:8][CH2:7][N:6]([C:9]([O:11][C:12]([CH3:13])([CH3:14])[CH3:15])=[O:10])[C@@H:5]1[C:16]([OH:18])=[O:17])=[N+:2]=[N-:3]. The catalyst class is: 76. (6) Reactant: Cl[C:2]1[N:7]=[CH:6][C:5]([S:8]([C:11]2[N:15]([C:16]3[CH:21]=[C:20]([F:22])[CH:19]=[CH:18][C:17]=3[F:23])[N:14]=[C:13]([CH2:24][N:25]([CH3:33])[C:26](=[O:32])[O:27][C:28]([CH3:31])([CH3:30])[CH3:29])[CH:12]=2)(=[O:10])=[O:9])=[CH:4][CH:3]=1.[C:34](=O)([O-])[O-].[K+].[K+].CB(O)O.C1(OC)CCCC1. Product: [CH3:34][C:2]1[N:7]=[CH:6][C:5]([S:8]([C:11]2[N:15]([C:16]3[CH:21]=[C:20]([F:22])[CH:19]=[CH:18][C:17]=3[F:23])[N:14]=[C:13]([CH2:24][N:25]([CH3:33])[C:26](=[O:32])[O:27][C:28]([CH3:30])([CH3:29])[CH3:31])[CH:12]=2)(=[O:10])=[O:9])=[CH:4][CH:3]=1. The catalyst class is: 7. (7) Reactant: C([O:3][C:4](=[O:13])[C:5]1[CH:10]=[CH:9][C:8]([NH2:11])=[C:7]([NH2:12])[CH:6]=1)C.[Cl:14][C:15]1[CH:20]=[CH:19][CH:18]=[C:17]([Cl:21])[C:16]=1[N:22]=[C:23]=S.C(N(CC)CC)C.CS(Cl)(=O)=O. Product: [Cl:14][C:15]1[CH:20]=[CH:19][CH:18]=[C:17]([Cl:21])[C:16]=1[NH:22][C:23]1[NH:11][C:8]2[CH:9]=[CH:10][C:5]([C:4]([OH:3])=[O:13])=[CH:6][C:7]=2[N:12]=1. The catalyst class is: 112. (8) Reactant: [Li+].[Cl-].[AlH](CC(C)C)CC(C)C.Br[C:13]1[CH:18]=[CH:17][C:16]([F:19])=[C:15]([CH2:20][O:21][CH3:22])[CH:14]=1.C(O[B:27]1[O:31][C:30]([CH3:33])([CH3:32])[C:29]([CH3:35])([CH3:34])[O:28]1)(C)C. Product: [F:19][C:16]1[CH:17]=[CH:18][C:13]([B:27]2[O:31][C:30]([CH3:33])([CH3:32])[C:29]([CH3:35])([CH3:34])[O:28]2)=[CH:14][C:15]=1[CH2:20][O:21][CH3:22]. The catalyst class is: 1. (9) The catalyst class is: 2. Product: [C:1]([O:5][C:6]([N:8]1[CH2:13][CH2:12][CH2:11][C@H:10]2[CH2:14][N:15]([C:17]3[C:26]([O:27][CH3:28])=[C:25]4[C:20]([C:21](=[O:35])[C:22]([C:32](=[O:33])[S:65][CH2:64][C:63](=[O:66])[NH:67][CH:68]([P:69]([O:73][CH2:74][CH3:75])([O:70][CH2:71][CH3:72])=[O:76])[P:77]([O:78][CH2:79][CH3:80])([O:81][CH2:82][CH3:83])=[O:84])=[CH:23][N:24]4[CH:29]4[CH2:31][CH2:30]4)=[CH:19][C:18]=3[F:36])[CH2:16][C@@H:9]12)=[O:7])([CH3:4])([CH3:2])[CH3:3]. Reactant: [C:1]([O:5][C:6]([N:8]1[CH2:13][CH2:12][CH2:11][C@H:10]2[CH2:14][N:15]([C:17]3[C:26]([O:27][CH3:28])=[C:25]4[C:20]([C:21](=[O:35])[C:22]([C:32](O)=[O:33])=[CH:23][N:24]4[CH:29]4[CH2:31][CH2:30]4)=[CH:19][C:18]=3[F:36])[CH2:16][C@@H:9]12)=[O:7])([CH3:4])([CH3:3])[CH3:2].S(C1C=CC(C)=CC=1)([O-])(=O)=O.FC1C=CC=C[N+]=1C.C(N(CC)CC)C.[C:63]([NH:67][CH:68]([P:77](=[O:84])([O:81][CH2:82][CH3:83])[O:78][CH2:79][CH3:80])[P:69](=[O:76])([O:73][CH2:74][CH3:75])[O:70][CH2:71][CH3:72])(=[O:66])[CH2:64][SH:65]. (10) Reactant: [CH:1]([C:4]1[CH:9]=[CH:8][C:7]([C:10]2[C:15]([CH:16]([CH2:21][CH2:22][CH3:23])[C:17]([O:19]C)=[O:18])=[C:14]([CH3:24])[N:13]=[C:12]([N:25]3[CH2:30][CH2:29][CH2:28][CH2:27][CH2:26]3)[N:11]=2)=[CH:6][CH:5]=1)([CH3:3])[CH3:2].[OH-].[Na+]. Product: [CH:1]([C:4]1[CH:9]=[CH:8][C:7]([C:10]2[C:15]([CH:16]([CH2:21][CH2:22][CH3:23])[C:17]([OH:19])=[O:18])=[C:14]([CH3:24])[N:13]=[C:12]([N:25]3[CH2:26][CH2:27][CH2:28][CH2:29][CH2:30]3)[N:11]=2)=[CH:6][CH:5]=1)([CH3:2])[CH3:3]. The catalyst class is: 5.